This data is from Forward reaction prediction with 1.9M reactions from USPTO patents (1976-2016). The task is: Predict the product of the given reaction. Given the reactants [OH:1][C:2]([CH3:24])([CH3:23])[C:3]([N:5]1[CH2:10][CH2:9][CH:8]([CH2:11][CH2:12][O:13][C:14]2[CH:22]=[CH:21][C:17]([C:18](O)=[O:19])=[CH:16][CH:15]=2)[CH2:7][CH2:6]1)=[O:4].[OH:25][C:26]12[CH2:35][CH:30]3[CH2:31][CH:32]([CH2:34][CH:28]([CH:29]3[NH:36][CH3:37])[CH2:27]1)[CH2:33]2, predict the reaction product. The product is: [OH:1][C:2]([CH3:24])([CH3:23])[C:3]([N:5]1[CH2:10][CH2:9][CH:8]([CH2:11][CH2:12][O:13][C:14]2[CH:15]=[CH:16][C:17]([C:18]([N:36]([CH:29]3[CH:30]4[CH2:31][CH:32]5[CH2:33][C:26]([OH:25])([CH2:27][CH:28]3[CH2:34]5)[CH2:35]4)[CH3:37])=[O:19])=[CH:21][CH:22]=2)[CH2:7][CH2:6]1)=[O:4].